This data is from Forward reaction prediction with 1.9M reactions from USPTO patents (1976-2016). The task is: Predict the product of the given reaction. Given the reactants [C:1]1(=[O:12])[CH:9]2[CH:4]([CH:5]3[CH2:10][CH:8]2[CH2:7][CH2:6]3)[C:3](=[O:11])[CH2:2]1.C([O-])(=O)C.C([O-])(=O)C.C([O-])(=O)C.[Cl:25][C:26]1[CH:40]=[CH:39][C:29]([C:30]2[CH:31]=[CH:32][C:33]([CH2:37][CH3:38])=[C:34]([Pb+3])[CH:35]=2)=[CH:28][CH:27]=1.C(Cl)(Cl)Cl, predict the reaction product. The product is: [Cl:25][C:26]1[CH:27]=[CH:28][C:29]([C:30]2[CH:31]=[CH:32][C:33]([CH2:37][CH3:38])=[C:34]([CH:2]3[C:1](=[O:12])[CH:9]4[CH:4]([CH:5]5[CH2:10][CH:8]4[CH2:7][CH2:6]5)[C:3]3=[O:11])[CH:35]=2)=[CH:39][CH:40]=1.